Predict which catalyst facilitates the given reaction. From a dataset of Catalyst prediction with 721,799 reactions and 888 catalyst types from USPTO. (1) Reactant: COC1C=CC(P2(SP(C3C=CC(OC)=CC=3)(=S)S2)=[S:10])=CC=1.O=[C:24]1[NH:29][CH2:28][CH2:27][N:26]([C:30]([O:32][CH2:33][C:34]2[CH:39]=[CH:38][CH:37]=[CH:36][CH:35]=2)=[O:31])[CH2:25]1. Product: [S:10]=[C:24]1[NH:29][CH2:28][CH2:27][N:26]([C:30]([O:32][CH2:33][C:34]2[CH:39]=[CH:38][CH:37]=[CH:36][CH:35]=2)=[O:31])[CH2:25]1. The catalyst class is: 7. (2) Reactant: [F:1][C:2]1[CH:8]=[C:7]([I:9])[CH:6]=[CH:5][C:3]=1[NH2:4].C[Si](C)(C)[N-][Si](C)(C)C.[Li+].F[C:21]1[C:26]([F:27])=[C:25]([F:28])[CH:24]=[C:23]([F:29])[C:22]=1[N+:30]([O-:32])=[O:31].C(OCC)(=O)C. Product: [F:1][C:2]1[CH:8]=[C:7]([I:9])[CH:6]=[CH:5][C:3]=1[NH:4][C:21]1[C:22]([N+:30]([O-:32])=[O:31])=[C:23]([F:29])[CH:24]=[C:25]([F:28])[C:26]=1[F:27]. The catalyst class is: 1. (3) Reactant: [Cl:1][C:2]1[CH:7]=[CH:6][C:5]([N:8]2[C:11](=[O:12])[C@H:10]([S:13][CH2:14][C:15]3([C:23]4[CH:28]=[CH:27][C:26]([Cl:29])=[CH:25][CH:24]=4)OCC(C)(C)C[O:16]3)[C@H:9]2[C:30]2[CH:44]=[CH:43][C:33]([O:34][CH2:35][C:36]([O:38]C(C)(C)C)=[O:37])=[CH:32][CH:31]=2)=[CH:4][CH:3]=1. Product: [Cl:1][C:2]1[CH:3]=[CH:4][C:5]([N:8]2[C:11](=[O:12])[C@H:10]([S:13][CH2:14][C:15]([C:23]3[CH:24]=[CH:25][C:26]([Cl:29])=[CH:27][CH:28]=3)=[O:16])[C@H:9]2[C:30]2[CH:44]=[CH:43][C:33]([O:34][CH2:35][C:36]([OH:38])=[O:37])=[CH:32][CH:31]=2)=[CH:6][CH:7]=1. The catalyst class is: 106. (4) Reactant: [NH2:1][C:2]1[N:6]([CH3:7])[C:5](=[O:8])[C:4]([C:15]2[CH:20]=[CH:19][CH:18]=[C:17]([C:21]3[CH:29]=[CH:28][C:24]4[CH2:25][CH2:26][O:27][C:23]=4[CH:22]=3)[CH:16]=2)([C:9]2[CH:14]=[CH:13][CH:12]=[CH:11][CH:10]=2)[N:3]=1.[Cl:30]CCl.N. Product: [ClH:30].[NH2:1][C:2]1[N:6]([CH3:7])[C:5](=[O:8])[C:4]([C:15]2[CH:20]=[CH:19][CH:18]=[C:17]([C:21]3[CH:29]=[CH:28][C:24]4[CH2:25][CH2:26][O:27][C:23]=4[CH:22]=3)[CH:16]=2)([C:9]2[CH:10]=[CH:11][CH:12]=[CH:13][CH:14]=2)[N:3]=1. The catalyst class is: 5. (5) Reactant: [CH3:1][O:2][C:3]1[C:8]([C:9]2[C:10]3[CH:17]=[C:16]([CH2:18][O:19][C:20]4[CH:25]=[CH:24][C:23]([C@@H:26]([C:33]#[C:34][CH3:35])[CH2:27][C:28]([O:30]CC)=[O:29])=[CH:22][CH:21]=4)[CH:15]=[CH:14][C:11]=3[S:12][CH:13]=2)=[CH:7][CH:6]=[CH:5][N:4]=1.[Li+].[OH-].Cl. Product: [CH3:1][O:2][C:3]1[C:8]([C:9]2[C:10]3[CH:17]=[C:16]([CH2:18][O:19][C:20]4[CH:21]=[CH:22][C:23]([C@@H:26]([C:33]#[C:34][CH3:35])[CH2:27][C:28]([OH:30])=[O:29])=[CH:24][CH:25]=4)[CH:15]=[CH:14][C:11]=3[S:12][CH:13]=2)=[CH:7][CH:6]=[CH:5][N:4]=1. The catalyst class is: 14.